From a dataset of Merck oncology drug combination screen with 23,052 pairs across 39 cell lines. Regression. Given two drug SMILES strings and cell line genomic features, predict the synergy score measuring deviation from expected non-interaction effect. Drug 1: C#Cc1cccc(Nc2ncnc3cc(OCCOC)c(OCCOC)cc23)c1. Drug 2: O=C(NOCC(O)CO)c1ccc(F)c(F)c1Nc1ccc(I)cc1F. Cell line: RKO. Synergy scores: synergy=7.06.